From a dataset of Forward reaction prediction with 1.9M reactions from USPTO patents (1976-2016). Predict the product of the given reaction. (1) Given the reactants C([NH:8][C@@H:9]([C:12]([OH:14])=[O:13])[CH2:10][OH:11])(OC(C)(C)C)=O.CN1CC[O:19][CH2:18]C1.[CH2:22]([NH2:29])[C:23]1[CH:28]=[CH:27][CH:26]=[CH:25][CH:24]=1.C(P1(=O)OP(CCC)(=O)OP([CH2:44][CH2:45][CH3:46])(=O)O1)CC.[C:48](OCC)(=O)C, predict the reaction product. The product is: [C:12]([C@@:9]([NH2:8])([CH2:10][OH:11])[C:18]([NH:29][CH2:22][C:23]1[CH:28]=[CH:27][CH:26]=[CH:25][CH:24]=1)=[O:19])([O:14][C:45]([CH3:46])([CH3:48])[CH3:44])=[O:13]. (2) Given the reactants [F:1][C:2]1[CH:3]=[CH:4][C:5]([CH3:12])=[C:6]([CH:11]=1)[C:7]([O:9][CH3:10])=[O:8].[Br:13]N1C(=O)CCC1=O.C(OOC(=O)C1C=CC=CC=1)(=O)C1C=CC=CC=1, predict the reaction product. The product is: [Br:13][CH2:12][C:5]1[CH:4]=[CH:3][C:2]([F:1])=[CH:11][C:6]=1[C:7]([O:9][CH3:10])=[O:8]. (3) Given the reactants [NH2:1][C:2]1[CH:3]=[CH:4][C:5]([Cl:24])=[C:6]([N:8]2[CH2:17][C:16]3[C:11](=[N:12][C:13]([S:18]([CH3:21])(=[O:20])=[O:19])=[N:14][CH:15]=3)[N:10]([CH3:22])[C:9]2=[O:23])[CH:7]=1.[C:25]1([C:34]2[CH:39]=[CH:38][CH:37]=[CH:36][CH:35]=2)[CH:30]=[CH:29][C:28]([C:31](O)=[O:32])=[CH:27][CH:26]=1.CCN=C=NCCCN(C)C.Cl, predict the reaction product. The product is: [Cl:24][C:5]1[CH:4]=[CH:3][C:2]([NH:1][C:31]([C:28]2[CH:29]=[CH:30][C:25]([C:34]3[CH:35]=[CH:36][CH:37]=[CH:38][CH:39]=3)=[CH:26][CH:27]=2)=[O:32])=[CH:7][C:6]=1[N:8]1[CH2:17][C:16]2[C:11](=[N:12][C:13]([S:18]([CH3:21])(=[O:19])=[O:20])=[N:14][CH:15]=2)[N:10]([CH3:22])[C:9]1=[O:23].